Dataset: HIV replication inhibition screening data with 41,000+ compounds from the AIDS Antiviral Screen. Task: Binary Classification. Given a drug SMILES string, predict its activity (active/inactive) in a high-throughput screening assay against a specified biological target. (1) The compound is Cc1ccc(CC(Cc2ccc(C)cc2C(=O)O)C(=O)O)cc1. The result is 0 (inactive). (2) The molecule is COC(=O)C=C(C)C=Cc1cc(C(C)=O)c(C)o1. The result is 0 (inactive). (3) The result is 0 (inactive). The molecule is Nc1ccccc1C(=O)NNC(=O)c1ccccc1N. (4) The molecule is O=C1C(=O)c2c(nc3ccccn23)-c2ccccc21. The result is 0 (inactive).